From a dataset of Forward reaction prediction with 1.9M reactions from USPTO patents (1976-2016). Predict the product of the given reaction. Given the reactants C([O-])(O)=O.[Na+:5].[O-]S([O-])=O.[Na+].[Na+].[N:12]1[CH:17]=[CH:16][CH:15]=[C:14]([S:18](Cl)(=[O:20])=[O:19])[CH:13]=1, predict the reaction product. The product is: [Na+:5].[N:12]1[CH:17]=[CH:16][CH:15]=[C:14]([S:18]([O-:20])=[O:19])[CH:13]=1.